Predict the reaction yield, written as a fraction of the theoretical maximum amount of product (1.0 means a 100% yield; for example, 0.34 means a 34% yield). From a dataset of Reaction yield outcomes from USPTO patents with 853,638 reactions. (1) The reactants are [CH2:1]([O:3][C:4](=[O:25])[CH2:5][N:6]([C:18]([O:20][C:21]([CH3:24])([CH3:23])[CH3:22])=[O:19])[CH2:7][C:8]1[CH:13]=[C:12]([Cl:14])[CH:11]=[CH:10][C:9]=1[N+:15]([O-])=O)[CH3:2].[H][H]. The catalyst is C(OCC)(=O)C.[Pd].[Br-].[Zn+2].[Br-]. The product is [CH2:1]([O:3][C:4](=[O:25])[CH2:5][N:6]([CH2:7][C:8]1[CH:13]=[C:12]([Cl:14])[CH:11]=[CH:10][C:9]=1[NH2:15])[C:18]([O:20][C:21]([CH3:24])([CH3:22])[CH3:23])=[O:19])[CH3:2]. The yield is 0.955. (2) The reactants are [F:1][C:2]([F:27])([F:26])[C:3](=O)[CH:4]([C:7]1[C:15]2[C:10](=[CH:11][CH:12]=[CH:13][CH:14]=2)[N:9]([S:16]([C:19]2[CH:24]=[CH:23][CH:22]=[CH:21][CH:20]=2)(=[O:18])=[O:17])[CH:8]=1)[CH:5]=O.[CH3:28][NH:29][NH2:30]. The catalyst is CC#N. The product is [CH3:28][N:29]1[C:3]([C:2]([F:27])([F:26])[F:1])=[C:4]([C:7]2[C:15]3[C:10](=[CH:11][CH:12]=[CH:13][CH:14]=3)[N:9]([S:16]([C:19]3[CH:24]=[CH:23][CH:22]=[CH:21][CH:20]=3)(=[O:18])=[O:17])[CH:8]=2)[CH:5]=[N:30]1. The yield is 0.490.